Task: Predict which catalyst facilitates the given reaction.. Dataset: Catalyst prediction with 721,799 reactions and 888 catalyst types from USPTO (1) Reactant: [CH:1]1([NH:5][C:6]2[CH:11]=[CH:10][CH:9]=[C:8]([F:12])[CH:7]=2)[CH2:4][CH2:3][CH2:2]1.N1C=CC=CC=1.[F:19][C:20]1[CH:25]=[CH:24][C:23]([S:26](Cl)(=[O:28])=[O:27])=[CH:22][CH:21]=1.Cl. Product: [CH:1]1([N:5]([C:6]2[CH:11]=[CH:10][CH:9]=[C:8]([F:12])[CH:7]=2)[S:26]([C:23]2[CH:24]=[CH:25][C:20]([F:19])=[CH:21][CH:22]=2)(=[O:28])=[O:27])[CH2:4][CH2:3][CH2:2]1. The catalyst class is: 2. (2) Reactant: CC(C)([O-])C.[Na+].CN([C:10]1[C:15]([C:10]2[C:15](P(C3CCCCC3)C3CCCCC3)=[CH:14][CH:13]=[CH:12][CH:11]=2)=[CH:14][CH:13]=[CH:12][CH:11]=1)C.[NH2:35][C@H:36]1[C:45]2[C:40](=[CH:41][CH:42]=[CH:43][CH:44]=2)[N:39]([C:46](=[O:48])[CH3:47])[C@@H:38]([CH2:49][O:50][Si:51]([C:54]([CH3:57])([CH3:56])[CH3:55])([CH3:53])[CH3:52])[C@@H:37]1[CH3:58].BrC1C=CC=CC=1. Product: [Si:51]([O:50][CH2:49][C@H:38]1[C@H:37]([CH3:58])[C@@H:36]([NH:35][C:10]2[CH:15]=[CH:14][CH:13]=[CH:12][CH:11]=2)[C:45]2[C:40](=[CH:41][CH:42]=[CH:43][CH:44]=2)[N:39]1[C:46](=[O:48])[CH3:47])([C:54]([CH3:57])([CH3:56])[CH3:55])([CH3:53])[CH3:52]. The catalyst class is: 102. (3) Reactant: [Br:1][C:2]1[CH:7]=[CH:6][C:5]([C@@H:8]2[CH2:14][O:13][CH2:12][CH2:11][N:10]([C@@H](C3C=CC=CC=3)C)[CH2:9]2)=[CH:4][CH:3]=1.[Cl:23]C(OC(Cl)C)=O.CO. Product: [ClH:23].[Br:1][C:2]1[CH:3]=[CH:4][C:5]([C@@H:8]2[CH2:14][O:13][CH2:12][CH2:11][NH:10][CH2:9]2)=[CH:6][CH:7]=1. The catalyst class is: 26. (4) Reactant: [F:1][C:2]1[CH:10]=[C:9]2[C:5]([C:6]([CH2:11][CH:12]([NH:25]C(=O)OC(C)(C)C)[C:13]3[NH:14][CH:15]=[C:16]([C:18]4[CH:23]=[C:22](F)[CH:21]=[CH:20][N:19]=4)[N:17]=3)=[CH:7][NH:8]2)=[CH:4][CH:3]=1.C(O)(C(F)(F)[F:36])=O.[O:40]1[CH2:45][CH2:44][CH:43]([CH:46]=O)[CH2:42][CH2:41]1. Product: [F:1][C:2]1[CH:10]=[C:9]2[C:5]([C:6]3[CH2:11][CH:12]([C:13]4[NH:14][CH:15]=[C:16]([C:18]5[CH:23]=[CH:22][C:21]([F:36])=[CH:20][N:19]=5)[N:17]=4)[NH:25][CH:46]([CH:43]4[CH2:44][CH2:45][O:40][CH2:41][CH2:42]4)[C:7]=3[NH:8]2)=[CH:4][CH:3]=1. The catalyst class is: 4. (5) Reactant: Cl[CH2:2][O:3][CH2:4][CH2:5][Cl:6].[CH3:7][C:8]1([OH:18])[CH:15]2[CH2:16][CH:11]3[CH2:12][CH:13]([CH2:17][CH:9]1[CH2:10]3)[CH2:14]2.C(N(CC)CC)C. Product: [CH3:7][C:8]1([O:18][CH2:2][O:3][CH2:4][CH2:5][Cl:6])[CH:9]2[CH2:17][CH:13]3[CH2:12][CH:11]([CH2:16][CH:15]1[CH2:14]3)[CH2:10]2. The catalyst class is: 1. (6) Reactant: C[O:2][C:3](=[O:17])[C:4]1[CH:9]=[CH:8][C:7]([Br:10])=[CH:6][C:5]=1[S:11][C:12](=[O:16])[N:13]([CH3:15])[CH3:14].O.[OH-].[Li+]. Product: [Br:10][C:7]1[CH:8]=[CH:9][C:4]([C:3]([OH:17])=[O:2])=[C:5]([S:11][C:12](=[O:16])[N:13]([CH3:14])[CH3:15])[CH:6]=1. The catalyst class is: 87. (7) Reactant: [NH:1]1[CH2:6][CH2:5][CH:4]([OH:7])[CH2:3][CH2:2]1.C(=O)([O-])[O-].[K+].[K+].F[C:15]1[CH:20]=[CH:19][C:18]([N+:21]([O-:23])=[O:22])=[C:17]([O:24][CH3:25])[CH:16]=1.O. Product: [CH3:25][O:24][C:17]1[CH:16]=[C:15]([N:1]2[CH2:6][CH2:5][CH:4]([OH:7])[CH2:3][CH2:2]2)[CH:20]=[CH:19][C:18]=1[N+:21]([O-:23])=[O:22]. The catalyst class is: 9.